The task is: Predict which catalyst facilitates the given reaction.. This data is from Catalyst prediction with 721,799 reactions and 888 catalyst types from USPTO. (1) Reactant: [CH:1]([C:3]1[CH:8]=[CH:7][CH:6]=[CH:5][C:4]=1[S:9]([NH2:12])(=[O:11])=[O:10])=[CH2:2].Cl[C:14](Cl)([O:16]C(=O)OC(Cl)(Cl)Cl)Cl.[NH2:25][C@@H:26]([CH2:39][C:40]1[CH:45]=[CH:44][CH:43]=[C:42]([CH:46]=[CH2:47])[CH:41]=1)[C:27]([N:29]([C:31]1[CH:36]=[CH:35][C:34]([O:37][CH3:38])=[CH:33][CH:32]=1)[CH3:30])=[O:28].C(O)(C(F)(F)F)=O.CCN(C(C)C)C(C)C. Product: [CH3:38][O:37][C:34]1[CH:33]=[CH:32][C:31]([N:29]([CH3:30])[C:27](=[O:28])[C@@H:26]([NH:25][C:14]([NH:12][S:9]([C:4]2[CH:5]=[CH:6][CH:7]=[CH:8][C:3]=2[CH:1]=[CH2:2])(=[O:10])=[O:11])=[O:16])[CH2:39][C:40]2[CH:45]=[CH:44][CH:43]=[C:42]([CH:46]=[CH2:47])[CH:41]=2)=[CH:36][CH:35]=1. The catalyst class is: 308. (2) The catalyst class is: 38. Reactant: [NH2:1][C:2]1[C:10]([CH3:11])=[CH:9][C:8]([I:12])=[CH:7][C:3]=1[C:4]([OH:6])=[O:5].[F:13][C:14]([F:25])([F:24])[C:15](O[C:15](=[O:16])[C:14]([F:25])([F:24])[F:13])=[O:16].[OH-].[Na+].Cl. Product: [I:12][C:8]1[CH:9]=[C:10]([CH3:11])[C:2]([NH:1][C:15](=[O:16])[C:14]([F:25])([F:24])[F:13])=[C:3]([CH:7]=1)[C:4]([OH:6])=[O:5]. (3) Reactant: [NH2:1][C:2]1[N:7]=[CH:6][N:5]=[C:4]2[N:8]([C@@H:25]3[CH2:30][CH2:29][CH2:28][N:27](C(OC(C)(C)C)=O)[CH2:26]3)[N:9]=[C:10]([C:11]3[CH:16]=[CH:15][C:14]([O:17][C:18]4[CH:23]=[CH:22][CH:21]=[C:20]([F:24])[CH:19]=4)=[CH:13][CH:12]=3)[C:3]=12.FC(F)(F)C(O)=O. Product: [F:24][C:20]1[CH:19]=[C:18]([CH:23]=[CH:22][CH:21]=1)[O:17][C:14]1[CH:15]=[CH:16][C:11]([C:10]2[C:3]3[C:4](=[N:5][CH:6]=[N:7][C:2]=3[NH2:1])[N:8]([C@@H:25]3[CH2:30][CH2:29][CH2:28][NH:27][CH2:26]3)[N:9]=2)=[CH:12][CH:13]=1. The catalyst class is: 4. (4) Reactant: [CH:1]1[C:13]2[CH:12]([CH2:14][O:15][C:16](=[O:44])[NH:17][C:18]3[CH:23]=[CH:22][C:21]([S:24][C:25]4[CH:30]=[CH:29][C:28]([NH:31][C:32]([C:34]5[CH:39]=[CH:38][C:37]([Br:40])=[CH:36][N:35]=5)=[O:33])=[CH:27][C:26]=4[N+:41]([O-])=O)=[CH:20][CH:19]=3)[C:11]3[C:6](=[CH:7][CH:8]=[CH:9][CH:10]=3)[C:5]=2[CH:4]=[CH:3][CH:2]=1.C(O)(=O)C. Product: [CH:1]1[C:13]2[CH:12]([CH2:14][O:15][C:16](=[O:44])[NH:17][C:18]3[CH:19]=[CH:20][C:21]([S:24][C:25]4[CH:30]=[CH:29][C:28]([NH:31][C:32]([C:34]5[CH:39]=[CH:38][C:37]([Br:40])=[CH:36][N:35]=5)=[O:33])=[CH:27][C:26]=4[NH2:41])=[CH:22][CH:23]=3)[C:11]3[C:6](=[CH:7][CH:8]=[CH:9][CH:10]=3)[C:5]=2[CH:4]=[CH:3][CH:2]=1. The catalyst class is: 679. (5) Reactant: [CH2:1]([O:3][C:4](=[O:16])[CH:5]([O:8][CH2:9][CH:10]1[CH2:15][CH2:14][NH:13][CH2:12][CH2:11]1)[CH2:6][CH3:7])[CH3:2].F[C:18]1[CH:23]=[CH:22][C:21]([CH:24]=[O:25])=[CH:20][N:19]=1.C(N(C(C)C)CC)(C)C. Product: [CH:24]([C:21]1[CH:22]=[CH:23][C:18]([N:13]2[CH2:14][CH2:15][CH:10]([CH2:9][O:8][CH:5]([CH2:6][CH3:7])[C:4]([O:3][CH2:1][CH3:2])=[O:16])[CH2:11][CH2:12]2)=[N:19][CH:20]=1)=[O:25]. The catalyst class is: 3. (6) Reactant: [NH2:1][CH:2]1[CH2:6][CH2:5][N:4]([C:7]2[CH:8]=[N:9][C:10]([O:16][C:17]3[CH:22]=[CH:21][C:20]([O:23][C:24]4[CH:29]=[CH:28][CH:27]=[C:26]([F:30])[CH:25]=4)=[CH:19][CH:18]=3)=[C:11]([CH:15]=2)[C:12]([NH2:14])=[O:13])[CH2:3]1.C(N(CC)C(C)C)(C)C.[C:40](Cl)(=[O:43])[CH:41]=[CH2:42]. Product: [C:40]([NH:1][CH:2]1[CH2:6][CH2:5][N:4]([C:7]2[CH:8]=[N:9][C:10]([O:16][C:17]3[CH:18]=[CH:19][C:20]([O:23][C:24]4[CH:29]=[CH:28][CH:27]=[C:26]([F:30])[CH:25]=4)=[CH:21][CH:22]=3)=[C:11]([CH:15]=2)[C:12]([NH2:14])=[O:13])[CH2:3]1)(=[O:43])[CH:41]=[CH2:42]. The catalyst class is: 2. (7) Reactant: [NH2:1][C:2]1[N:10]=[CH:9][N:8]=[C:7]2[C:3]=1[N:4]=[C:5]([S:17][C:18]1[S:19][C:20]3[C:26]([Cl:27])=[CH:25][CH:24]=[CH:23][C:21]=3[N:22]=1)[N:6]2[CH2:11][CH2:12][O:13]C(=O)C. Product: [NH2:1][C:2]1[N:10]=[CH:9][N:8]=[C:7]2[C:3]=1[N:4]=[C:5]([S:17][C:18]1[S:19][C:20]3[C:26]([Cl:27])=[CH:25][CH:24]=[CH:23][C:21]=3[N:22]=1)[N:6]2[CH2:11][CH2:12][OH:13]. The catalyst class is: 5. (8) Reactant: [CH2:1]([O:3][C:4](=[O:31])[C:5]([O:8][C:9]1[CH:14]=[CH:13][C:12]([O:15][CH2:16][CH2:17][C:18]2[N:19]=[C:20]([C:24]3[CH:29]=[CH:28][C:27]([OH:30])=[CH:26][CH:25]=3)[O:21][C:22]=2[CH3:23])=[CH:11][CH:10]=1)([CH3:7])[CH3:6])[CH3:2].[CH:32]1(O)[CH2:37][CH2:36][CH2:35][CH2:34][CH2:33]1.C1(P(C2C=CC=CC=2)C2C=CC=CC=2)C=CC=CC=1.N(C(OC(C)C)=O)=NC(OC(C)C)=O. Product: [CH2:1]([O:3][C:4](=[O:31])[C:5]([O:8][C:9]1[CH:10]=[CH:11][C:12]([O:15][CH2:16][CH2:17][C:18]2[N:19]=[C:20]([C:24]3[CH:29]=[CH:28][C:27]([O:30][CH:32]4[CH2:37][CH2:36][CH2:35][CH2:34][CH2:33]4)=[CH:26][CH:25]=3)[O:21][C:22]=2[CH3:23])=[CH:13][CH:14]=1)([CH3:7])[CH3:6])[CH3:2]. The catalyst class is: 1.